This data is from Full USPTO retrosynthesis dataset with 1.9M reactions from patents (1976-2016). The task is: Predict the reactants needed to synthesize the given product. (1) Given the product [ClH:15].[OH:3][C:4]1[NH:5][C:6]2[C:11]([C:12]=1[C:16]1[CH:17]=[CH:18][C:19]([C:23]([N:25]3[CH2:26][CH2:27][N:28]([CH3:31])[CH2:29][CH2:30]3)=[O:24])=[CH:20][N:21]=1)=[CH:10][CH:9]=[C:8]([C:13]#[N:14])[CH:7]=2, predict the reactants needed to synthesize it. The reactants are: [H-].[Na+].[O:3]=[C:4]1[CH2:12][C:11]2[C:6](=[CH:7][C:8]([C:13]#[N:14])=[CH:9][CH:10]=2)[NH:5]1.[Cl:15][C:16]1[N+:21]([O-])=[CH:20][C:19]([C:23]([N:25]2[CH2:30][CH2:29][N:28]([CH3:31])[CH2:27][CH2:26]2)=[O:24])=[CH:18][CH:17]=1.[Cl-].[Na+].P(Cl)(Cl)Cl. (2) Given the product [O:19]1[C:28]2[C:23](=[CH:24][CH:25]=[CH:26][CH:27]=2)[CH2:22][CH:21]([C:29]2[N:17]([CH2:16][CH2:15][N:14]([CH3:18])[CH3:13])[C:6]3[CH:7]=[C:2]([C:35]4[CH:36]=[CH:37][N:32]=[CH:33][CH:34]=4)[C:3]([F:12])=[CH:4][C:5]=3[N:9]=2)[CH2:20]1, predict the reactants needed to synthesize it. The reactants are: Br[C:2]1[CH:7]=[C:6](F)[C:5]([N+:9]([O-])=O)=[CH:4][C:3]=1[F:12].[CH3:13][N:14]([CH3:18])[CH2:15][CH2:16][NH2:17].[O:19]1[C:28]2[C:23](=[CH:24][CH:25]=[CH:26][CH:27]=2)[CH2:22][CH:21]([C:29](O)=O)[CH2:20]1.[N:32]1[CH:37]=[CH:36][C:35](B([O-])[O-])=[CH:34][CH:33]=1. (3) Given the product [CH3:15][O:14][CH2:13][O:12][C:3]1[CH:4]=[C:5]([O:8][CH2:9][O:10][CH3:11])[CH:6]=[CH:7][C:2]=1[C:35]1([OH:38])[CH2:36][CH2:37][C:32]2([O:39][CH2:29][CH2:30][O:31]2)[CH2:33][CH2:34]1, predict the reactants needed to synthesize it. The reactants are: Br[C:2]1[CH:7]=[CH:6][C:5]([O:8][CH2:9][O:10][CH3:11])=[CH:4][C:3]=1[O:12][CH2:13][O:14][CH3:15].CN(C)CCN(C)C.C([Li])CCC.[CH2:29]1[O:39][C:32]2([CH2:37][CH2:36][C:35](=[O:38])[CH2:34][CH2:33]2)[O:31][CH2:30]1.Cl. (4) Given the product [C:1]([O:5][C:6]([NH:8][CH2:9][CH2:10][CH:11]1[CH2:12][N:13]([C:28](=[NH:26])[NH:29][C:30]([O:32][CH2:33][C:34]2[CH:35]=[CH:36][CH:37]=[CH:38][CH:39]=2)=[O:31])[CH2:14]1)=[O:7])([CH3:4])([CH3:2])[CH3:3], predict the reactants needed to synthesize it. The reactants are: [C:1]([O:5][C:6]([NH:8][CH2:9][CH2:10][CH:11]1[CH2:14][NH:13][CH2:12]1)=[O:7])([CH3:4])([CH3:3])[CH3:2].C(OC(NCC1C[N:26]([C:28](=N)[NH:29][C:30]([O:32][CH2:33][C:34]2[CH:39]=[CH:38][CH:37]=[CH:36][CH:35]=2)=[O:31])C1)=O)(C)(C)C. (5) Given the product [Br:1][C:2]1[CH:3]=[C:4]([CH:8]([NH:10][C:16](=[O:17])[O:15][C:11]([CH3:14])([CH3:13])[CH3:12])[CH3:9])[CH:5]=[CH:6][CH:7]=1, predict the reactants needed to synthesize it. The reactants are: [Br:1][C:2]1[CH:3]=[C:4]([CH:8]([NH2:10])[CH3:9])[CH:5]=[CH:6][CH:7]=1.[C:11]([O:15][C:16](O[C:16]([O:15][C:11]([CH3:14])([CH3:13])[CH3:12])=[O:17])=[O:17])([CH3:14])([CH3:13])[CH3:12].C(N(CC)CC)C. (6) The reactants are: Br[CH2:2][C:3]1[N:4]=[C:5]([C:13]2[CH:18]=[CH:17][CH:16]=[CH:15][CH:14]=2)[S:6][C:7]=1[C:8]([O:10][CH2:11][CH3:12])=[O:9].[CH3:19][NH:20][CH3:21]. Given the product [CH3:19][N:20]([CH2:2][C:3]1[N:4]=[C:5]([C:13]2[CH:18]=[CH:17][CH:16]=[CH:15][CH:14]=2)[S:6][C:7]=1[C:8]([O:10][CH2:11][CH3:12])=[O:9])[CH3:21], predict the reactants needed to synthesize it. (7) Given the product [Br:29][C:16]1[C:17]([O:19][CH3:20])=[CH:18][C:11]2[NH:10][C:9](=[O:21])[CH:8]([C:6]([O:5][C:1]([CH3:4])([CH3:3])[CH3:2])=[O:7])[CH2:14][CH2:13][C:12]=2[CH:15]=1, predict the reactants needed to synthesize it. The reactants are: [C:1]([O:5][C:6]([CH:8]1[CH2:14][CH2:13][C:12]2[CH:15]=[CH:16][C:17]([O:19][CH3:20])=[CH:18][C:11]=2[NH:10][C:9]1=[O:21])=[O:7])([CH3:4])([CH3:3])[CH3:2].C1C(=O)N([Br:29])C(=O)C1.